From a dataset of Catalyst prediction with 721,799 reactions and 888 catalyst types from USPTO. Predict which catalyst facilitates the given reaction. Reactant: [OH:1][CH2:2][C@@H:3]1[CH2:8][CH2:7][CH2:6][CH2:5][C@H:4]1[NH:9][S:10]([CH2:13][CH3:14])(=[O:12])=[O:11].[O:15]1[CH2:18][CH:17]([C:19]2[CH:24]=[CH:23][C:22](O)=[CH:21][CH:20]=2)[CH2:16]1.P(CCCC)(CCCC)CCCC.N(C(N1CCCCC1)=O)=NC(N1CCCCC1)=O. Product: [O:15]1[CH2:18][CH:17]([C:19]2[CH:24]=[CH:23][C:22]([O:1][CH2:2][C@@H:3]3[CH2:8][CH2:7][CH2:6][CH2:5][C@H:4]3[NH:9][S:10]([CH2:13][CH3:14])(=[O:12])=[O:11])=[CH:21][CH:20]=2)[CH2:16]1. The catalyst class is: 11.